The task is: Token-level Classification. Given an antigen amino acid sequence, predict which amino acid positions are active epitope sites capable of antibody binding. Output is a list of indices for active positions.. This data is from B-cell epitopes from IEDB database with 3,159 antigens for binding position prediction. (1) Given the antigen sequence: MTELPAPLSYFQNAQMSEDNHLSNTVRSQNDNRERQEHNDRRSLGHPEPLSNGRPQGNSRQVVEQDEEEDEELTLKYGAKHVIMLFVPVTLCMVVVVATIKSVSFYTRKDGQLIYTPFTEDTETVGQRALHSILNAAIMISVIVVMTILLVVLYKYRCYKVIHAWLIISSLLLLFFFSFIYLGEVFKTYNVAVDYITVALLIWNFGVVGMISIHWKGPLRLQQAYLIMISALMALVFIKYLPEWTAWLILAVISVYDLVAVLCPKGPLRMLVETAQERNETLFPALIYSSTMVWLVNMAEGDPEAQRRVSKNSKYNAESTERESQDTVAENDDGGFSEEWEAQRDSHLGPHRSTPESRAAVQELSSSILAGEDPEERGVKLGLGDFIFYSVLVGKASATASGDWNTTIACFVAILIGLCLTLLLLAIFKKALPALPISITFGLVFYFATDYLVQPFMDQLAFHQFYI, which amino acid positions are active epitope sites? The epitope positions are: [100, 101, 102, 103, 104, 105, 106, 107, 108, 109, 110, 111]. The amino acids at these positions are: KSVSFYTRKDGQ. (2) Given the antigen sequence: MALPYHIFLFTVLLPSFTLTAPPPCRCMTSSSPYQEFLWRMQRPGNIDAPSYRSLSKGTPTFTAHTHMPRNCYHSATLCMHANTHYWTGKMINPSCPGGLGVTVCWTYFTQTGMSDGGGVQDQAREKHVKEVISQLTRVHGTSSPYKGLDLSKLHETLRTHTRLVSLFNTTLTGLHEVSAQNPTNCWICLPLNFRPYVSIPVPEQWNNFSTEINTTSVLVGPLVSNLEITHTSNLTCVKFSNTTYTTNSQCIRWVTPPTQIVCLPSGIFFVCGTSAYRCLNGSSESMCFLSFLVPPMTIYTEQDLYSYVISKPRNKRVPILPFVIGAGVLGALGTGIGGITTSTQFYYKLSQELNGDMERVADSLVTLQDQLNSLAAVVLQNRRALDLLTAERGGTCLFLGEECCYYVNQSGIVTEKVKEIRDRIQRRAEELRNTGPWGLLSQWMPWILPFLGPLAAIILLLLFGPCIFNLLVNFVSSRIEAVKLQMEPKMQSKTKIYRR..., which amino acid positions are active epitope sites? The epitope positions are: [247, 248, 249, 250, 251, 252, 253, 254, 255, 256, 257, 258, 259, 260, 261]. The amino acids at these positions are: NSQCIRWVTPPTQIV.